Task: Regression. Given a peptide amino acid sequence and an MHC pseudo amino acid sequence, predict their binding affinity value. This is MHC class I binding data.. Dataset: Peptide-MHC class I binding affinity with 185,985 pairs from IEDB/IMGT (1) The peptide sequence is EMQLKIDKL. The MHC is HLA-A02:03 with pseudo-sequence HLA-A02:03. The binding affinity (normalized) is 0.0915. (2) The peptide sequence is SLLERGQQLGV. The MHC is HLA-A01:01 with pseudo-sequence HLA-A01:01. The binding affinity (normalized) is 0.0847. (3) The peptide sequence is YLKNYKNFDY. The MHC is HLA-A33:01 with pseudo-sequence HLA-A33:01. The binding affinity (normalized) is 0. (4) The peptide sequence is RGVNFAEGV. The MHC is HLA-A02:01 with pseudo-sequence HLA-A02:01. The binding affinity (normalized) is 0.0388. (5) The peptide sequence is WQLGTRWRY. The MHC is HLA-A30:01 with pseudo-sequence HLA-A30:01. The binding affinity (normalized) is 0.0847. (6) The peptide sequence is ITTQWHLDM. The MHC is HLA-B58:01 with pseudo-sequence HLA-B58:01. The binding affinity (normalized) is 0.501. (7) The binding affinity (normalized) is 0.328. The MHC is HLA-A69:01 with pseudo-sequence HLA-A69:01. The peptide sequence is EFFGWAEGY. (8) The peptide sequence is YLKDQQLL. The MHC is HLA-B44:02 with pseudo-sequence HLA-B44:02. The binding affinity (normalized) is 0.0285. (9) The peptide sequence is RTFGKLPYR. The MHC is HLA-B18:01 with pseudo-sequence HLA-B18:01. The binding affinity (normalized) is 0.0847. (10) The peptide sequence is SRWRIRSGL. The MHC is HLA-A02:06 with pseudo-sequence HLA-A02:06. The binding affinity (normalized) is 0.0847.